This data is from Reaction yield outcomes from USPTO patents with 853,638 reactions. The task is: Predict the reaction yield, written as a fraction of the theoretical maximum amount of product (1.0 means a 100% yield; for example, 0.34 means a 34% yield). (1) The reactants are [C:1]([C:4]1[CH:19]=[CH:18][C:7]([O:8][CH2:9][CH2:10][CH2:11][CH2:12][CH2:13][CH2:14][CH2:15][CH2:16]O)=[CH:6][CH:5]=1)(=[NH:3])[NH2:2].ClCCl.P(Br)(Br)[Br:24]. The catalyst is O. The product is [BrH:24].[C:1]([C:4]1[CH:19]=[CH:18][C:7]([O:8][CH2:9][CH2:10][CH2:11][CH2:12][CH2:13][CH2:14][CH2:15][CH2:16][Br:24])=[CH:6][CH:5]=1)(=[NH:3])[NH2:2]. The yield is 0.310. (2) The reactants are [CH3:1][O:2][C:3]([C:5]1[N:6]([C:19]([O:21][C:22]([CH3:25])([CH3:24])[CH3:23])=[O:20])[C:7]2[C:12]([CH:13]=1)=[CH:11][C:10]([CH2:14]Br)=[CH:9][C:8]=2[N+:16]([O-:18])=[O:17])=[O:4].[C:26]1(=[O:36])[NH:30][C:29](=[O:31])[C:28]2=[CH:32][CH:33]=[CH:34][CH:35]=[C:27]12.[K].O. The catalyst is CN(C)C=O. The product is [CH3:1][O:2][C:3]([C:5]1[N:6]([C:19]([O:21][C:22]([CH3:25])([CH3:24])[CH3:23])=[O:20])[C:7]2[C:12]([CH:13]=1)=[CH:11][C:10]([CH2:14][N:30]1[C:26](=[O:36])[C:27]3[C:28](=[CH:32][CH:33]=[CH:34][CH:35]=3)[C:29]1=[O:31])=[CH:9][C:8]=2[N+:16]([O-:18])=[O:17])=[O:4]. The yield is 0.660. (3) The reactants are [Cl:1][C:2]1[C:3]2[C:12]([F:13])=[CH:11][CH:10]=[CH:9][C:4]=2[S:5][C:6]=1[CH:7]=O.[BH4-].[Na+].[CH3:16][NH2:17]. The catalyst is CO. The product is [Cl:1][C:2]1[C:3]2[C:12]([F:13])=[CH:11][CH:10]=[CH:9][C:4]=2[S:5][C:6]=1[CH2:7][NH:17][CH3:16]. The yield is 0.480. (4) The reactants are [NH2:1][C:2]1[NH:7][C:6](=[O:8])[CH:5]=[C:4]([CH2:9][CH2:10][C:11]2[CH:16]=[CH:15][CH:14]=[C:13]([C:17]3[O:18][CH:19]=[CH:20][CH:21]=3)[CH:12]=2)[N:3]=1.[CH3:22][N:23]([CH:25](OC)OC)[CH3:24].O. The catalyst is CN(C=O)C. The product is [O:18]1[CH:19]=[CH:20][CH:21]=[C:17]1[C:13]1[CH:12]=[C:11]([CH2:10][CH2:9][C:4]2[N:3]=[C:2]([N:1]=[CH:22][N:23]([CH3:25])[CH3:24])[NH:7][C:6](=[O:8])[CH:5]=2)[CH:16]=[CH:15][CH:14]=1. The yield is 1.00. (5) The reactants are CO.C([O:10][C:11]1[C:12]([CH3:23])=[C:13]([CH3:22])[C:14]([NH:18][C:19](=[O:21])[CH3:20])=[N:15][C:16]=1[CH3:17])C1C=CC=CC=1. The catalyst is [Pd]. The product is [OH:10][C:11]1[C:12]([CH3:23])=[C:13]([CH3:22])[C:14]([NH:18][C:19](=[O:21])[CH3:20])=[N:15][C:16]=1[CH3:17]. The yield is 0.940. (6) The reactants are [C:1]([O:9]CC)(=O)[CH2:2][C:3]([O:5][CH2:6][CH3:7])=[O:4].[H-].[Na+].[H][H].[CH2:16]([N:23]1[C:28]2[CH:29]=[CH:30][C:31]([F:33])=[CH:32][C:27]=2[C:26](=O)[O:25]C1=O)[C:17]1[CH:22]=[CH:21][CH:20]=[CH:19][CH:18]=1. The catalyst is CC(N(C)C)=O. The product is [CH2:6]([O:5][C:3]([C:2]1[C:1](=[O:9])[N:23]([CH2:16][C:17]2[CH:18]=[CH:19][CH:20]=[CH:21][CH:22]=2)[C:28]2[C:27]([C:26]=1[OH:25])=[CH:32][C:31]([F:33])=[CH:30][CH:29]=2)=[O:4])[CH3:7]. The yield is 0.640. (7) The reactants are [Cl:1][C:2]1[C:19]([C:20]([F:23])([F:22])[F:21])=[CH:18][CH:17]=[CH:16][C:3]=1[CH2:4][N:5]1[CH:10]([CH:11]2[CH2:13][CH2:12]2)[CH2:9][NH:8][C:7](=[O:14])[C:6]1=[O:15].[C:24](=O)([O-])[O-].[Na+].[Na+].F[B-](F)(F)F.C([O+](CC)CC)C. The catalyst is C(Cl)Cl. The product is [Cl:1][C:2]1[C:19]([C:20]([F:23])([F:21])[F:22])=[CH:18][CH:17]=[CH:16][C:3]=1[CH2:4][N:5]1[CH:10]([CH:11]2[CH2:12][CH2:13]2)[CH2:9][N:8]=[C:7]([O:14][CH3:24])[C:6]1=[O:15]. The yield is 1.00. (8) The product is [O:1]=[C:2]([CH2:13][O:14][Si:15]([CH3:20])([CH3:21])[C:16]([CH3:17])([CH3:18])[CH3:19])[C:3]([O:5][CH2:6][C:7]1[CH:8]=[CH:9][CH:10]=[CH:11][CH:12]=1)=[O:4]. The reactants are [OH:1][CH:2]([CH2:13][O:14][Si:15]([CH3:21])([CH3:20])[C:16]([CH3:19])([CH3:18])[CH3:17])[C:3]([O:5][CH2:6][C:7]1[CH:12]=[CH:11][CH:10]=[CH:9][CH:8]=1)=[O:4].CC(OI1(OC(C)=O)(OC(C)=O)OC(=O)C2C1=CC=CC=2)=O. The yield is 0.950. The catalyst is ClCCl. (9) The reactants are [OH:1][C:2]1[CH:3]=[C:4]2[C:9](=[CH:10][CH:11]=1)[N:8]=[C:7]([C:12]1[CH:28]=[CH:27][C:15]([C:16]([NH:18][NH:19]C(OC(C)(C)C)=O)=[O:17])=[CH:14][CH:13]=1)[CH:6]=[CH:5]2. The catalyst is Cl.CO. The product is [OH:1][C:2]1[CH:3]=[C:4]2[C:9](=[CH:10][CH:11]=1)[N:8]=[C:7]([C:12]1[CH:13]=[CH:14][C:15]([C:16]([NH:18][NH2:19])=[O:17])=[CH:27][CH:28]=1)[CH:6]=[CH:5]2. The yield is 0.680. (10) The reactants are [CH:1]1([C:4]2[C:13]3[O:12][CH2:11][CH2:10][N:9]([C:14]([O:16][C:17]([CH3:20])([CH3:19])[CH3:18])=[O:15])[CH2:8][C:7]=3[S:6][CH:5]=2)[CH2:3][CH2:2]1.[Br:21]N1C(=O)CCC1=O.S([O-])([O-])(=O)=S.[Na+].[Na+]. The catalyst is C(#N)C. The product is [Br:21][C:5]1[S:6][C:7]2[CH2:8][N:9]([C:14]([O:16][C:17]([CH3:20])([CH3:19])[CH3:18])=[O:15])[CH2:10][CH2:11][O:12][C:13]=2[C:4]=1[CH:1]1[CH2:2][CH2:3]1. The yield is 0.750.